The task is: Regression. Given two drug SMILES strings and cell line genomic features, predict the synergy score measuring deviation from expected non-interaction effect.. This data is from NCI-60 drug combinations with 297,098 pairs across 59 cell lines. (1) Drug 2: CC1=C(C(=O)C2=C(C1=O)N3CC4C(C3(C2COC(=O)N)OC)N4)N. Synergy scores: CSS=25.8, Synergy_ZIP=-7.69, Synergy_Bliss=-4.45, Synergy_Loewe=-0.543, Synergy_HSA=1.25. Cell line: SK-MEL-28. Drug 1: CNC(=O)C1=NC=CC(=C1)OC2=CC=C(C=C2)NC(=O)NC3=CC(=C(C=C3)Cl)C(F)(F)F. (2) Drug 1: C1=C(C(=O)NC(=O)N1)F. Drug 2: C1C(C(OC1N2C=NC(=NC2=O)N)CO)O. Cell line: SR. Synergy scores: CSS=40.0, Synergy_ZIP=-9.20, Synergy_Bliss=-17.4, Synergy_Loewe=-16.0, Synergy_HSA=-14.9. (3) Drug 1: CC1=C(N=C(N=C1N)C(CC(=O)N)NCC(C(=O)N)N)C(=O)NC(C(C2=CN=CN2)OC3C(C(C(C(O3)CO)O)O)OC4C(C(C(C(O4)CO)O)OC(=O)N)O)C(=O)NC(C)C(C(C)C(=O)NC(C(C)O)C(=O)NCCC5=NC(=CS5)C6=NC(=CS6)C(=O)NCCC[S+](C)C)O. Drug 2: CC1C(C(CC(O1)OC2CC(CC3=C2C(=C4C(=C3O)C(=O)C5=CC=CC=C5C4=O)O)(C(=O)C)O)N)O. Cell line: TK-10. Synergy scores: CSS=50.0, Synergy_ZIP=-1.70, Synergy_Bliss=-2.92, Synergy_Loewe=-1.55, Synergy_HSA=-0.346. (4) Drug 1: CCC(=C(C1=CC=CC=C1)C2=CC=C(C=C2)OCCN(C)C)C3=CC=CC=C3.C(C(=O)O)C(CC(=O)O)(C(=O)O)O. Drug 2: CCN(CC)CCCC(C)NC1=C2C=C(C=CC2=NC3=C1C=CC(=C3)Cl)OC. Cell line: SK-OV-3. Synergy scores: CSS=17.0, Synergy_ZIP=-5.71, Synergy_Bliss=-0.000406, Synergy_Loewe=-5.65, Synergy_HSA=-0.0436. (5) Drug 1: CCCCCOC(=O)NC1=NC(=O)N(C=C1F)C2C(C(C(O2)C)O)O. Drug 2: C1CNP(=O)(OC1)N(CCCl)CCCl. Cell line: SK-MEL-5. Synergy scores: CSS=2.39, Synergy_ZIP=0.372, Synergy_Bliss=3.35, Synergy_Loewe=2.26, Synergy_HSA=1.60.